This data is from Forward reaction prediction with 1.9M reactions from USPTO patents (1976-2016). The task is: Predict the product of the given reaction. (1) Given the reactants [CH3:1][S:2][C:3]1[N:4]=[CH:5][C:6]2[CH2:12][NH:11][CH2:10][CH2:9][C:7]=2[N:8]=1.Br[C:14]1[CH:15]=[C:16]([CH:26]=[CH:27][N:28]=1)[C:17]([NH:19][C:20]1[CH:25]=[CH:24][CH:23]=[CH:22][CH:21]=1)=[O:18], predict the reaction product. The product is: [CH3:1][S:2][C:3]1[N:4]=[CH:5][C:6]2[CH2:12][N:11]([C:14]3[CH:15]=[C:16]([CH:26]=[CH:27][N:28]=3)[C:17]([NH:19][C:20]3[CH:25]=[CH:24][CH:23]=[CH:22][CH:21]=3)=[O:18])[CH2:10][CH2:9][C:7]=2[N:8]=1. (2) Given the reactants [CH3:1][O:2][C:3](=[O:33])[CH2:4][C@H:5]1[C:9]2[CH:10]=[CH:11][C:12]([O:14][C@H:15]3[C:23]4[C:18](=[C:19](B5OC(C)(C)C(C)(C)O5)[CH:20]=[CH:21][CH:22]=4)[CH2:17][CH2:16]3)=[CH:13][C:8]=2[O:7][CH2:6]1.Br[C:35]1[C:48]([CH3:49])=[CH:47][C:38]([O:39][Si:40]([C:43]([CH3:46])([CH3:45])[CH3:44])([CH3:42])[CH3:41])=[CH:37][C:36]=1[CH3:50], predict the reaction product. The product is: [CH3:1][O:2][C:3](=[O:33])[CH2:4][C@H:5]1[C:9]2[CH:10]=[CH:11][C:12]([O:14][C@H:15]3[C:23]4[C:18](=[C:19]([C:35]5[C:48]([CH3:49])=[CH:47][C:38]([O:39][Si:40]([C:43]([CH3:45])([CH3:44])[CH3:46])([CH3:42])[CH3:41])=[CH:37][C:36]=5[CH3:50])[CH:20]=[CH:21][CH:22]=4)[CH2:17][CH2:16]3)=[CH:13][C:8]=2[O:7][CH2:6]1. (3) The product is: [OH:43][CH2:42][C:38]1[CH:37]=[C:36]([CH2:35][CH:34]([NH:33][C:10]2[N:15]=[C:14]([N:16]3[C:17]4=[CH:25][C:24]([C:26]5[CH:27]=[CH:28][CH:29]=[CH:30][CH:31]=5)=[CH:23][C:22](=[O:32])[N:18]4[CH2:19][CH2:21]3)[CH:13]=[CH:12][N:11]=2)[CH3:44])[CH:41]=[CH:40][CH:39]=1. Given the reactants C(N[C:10]1[N:15]=[C:14]([N:16]2[CH2:21]C[CH2:19][N:18]3[C:22](=[O:32])[CH:23]=[C:24]([C:26]4[CH:31]=[CH:30][CH:29]=[CH:28][CH:27]=4)[CH:25]=[C:17]23)[CH:13]=[CH:12][N:11]=1)CC1C=CC=CC=1.[NH2:33][CH:34]([CH3:44])[CH2:35][C:36]1[CH:37]=[C:38]([CH2:42][OH:43])[CH:39]=[CH:40][CH:41]=1, predict the reaction product. (4) Given the reactants [C@H:1]([O:5][C:6]1[CH:14]=[CH:13][C:12]([S:15]([CH3:18])(=[O:17])=[O:16])=[CH:11][C:7]=1[C:8]([OH:10])=O)([CH2:3][CH3:4])[CH3:2].Cl.[F:20][C:21]([F:34])([F:33])[C:22]1[S:26][C:25]([N:27]2[CH2:32][CH2:31][NH:30][CH2:29][CH2:28]2)=[N:24][CH:23]=1, predict the reaction product. The product is: [C@H:1]([O:5][C:6]1[CH:14]=[CH:13][C:12]([S:15]([CH3:18])(=[O:17])=[O:16])=[CH:11][C:7]=1[C:8]([N:30]1[CH2:31][CH2:32][N:27]([C:25]2[S:26][C:22]([C:21]([F:34])([F:20])[F:33])=[CH:23][N:24]=2)[CH2:28][CH2:29]1)=[O:10])([CH2:3][CH3:4])[CH3:2]. (5) Given the reactants C[O:2]C1C(O)=C(C[C@@H](OC2C=CC(CCCS([O-])(=O)=O)=CC=2OC)CS([O-])(=O)=O)C=CC=1.[Na+].[Na+].[CH:35]#[C:36][CH2:37][N:38]1[C:47](=[O:48])[CH2:46][O:45][C:44]2[C:39]1=[CH:40][C:41]([N:50]1[C:55](=[O:56])[C:54]3[CH2:57][CH2:58][CH2:59][CH2:60][C:53]=3[C:51]1=[O:52])=[C:42]([F:49])[CH:43]=2, predict the reaction product. The product is: [CH:35]#[C:36][CH2:37][N:38]1[C:47](=[O:48])[CH2:46][O:45][C:44]2[C:39]1=[CH:40][C:41]([N:50]1[C:55](=[O:56])[C:54]3[CH2:57][CH2:58][CH2:59][CH2:60][C:53]=3[C:51]1=[O:52])=[C:42]([F:49])[CH:43]=2.[OH2:2]. (6) Given the reactants Cl[C:2]1[N:3]=[N:4][CH:5]=[C:6]([N:8]2[CH:12]=[CH:11][C:10]([I:13])=[N:9]2)[CH:7]=1.OS(C(F)(F)F)(=O)=O.[CH3:22][OH:23], predict the reaction product. The product is: [I:13][C:10]1[CH:11]=[CH:12][N:8]([C:6]2[CH:7]=[C:2]([O:23][CH3:22])[N:3]=[N:4][CH:5]=2)[N:9]=1. (7) Given the reactants [CH:1]([O:4][C:5]([O:7][CH2:8][N:9]1[N:13]=[C:12]([C:14]([O:16][CH2:17][CH3:18])=[O:15])[C:11]([C:19](=[O:33])[C:20]2[CH:25]=[C:24]([O:26][CH3:27])[C:23]([O:28][CH3:29])=[CH:22][C:21]=2[N+:30]([O-])=O)=[N:10]1)=[O:6])([CH3:3])[CH3:2].C(OC(N1N=C(C(OCC)=O)C(C(=O)C2C=C(OC)C(OC)=CC=2[N+]([O-])=O)=N1)=O)(C)C, predict the reaction product. The product is: [NH2:30][C:21]1[CH:22]=[C:23]([O:28][CH3:29])[C:24]([O:26][CH3:27])=[CH:25][C:20]=1[C:19]([C:11]1[C:12]([C:14]([O:16][CH2:17][CH3:18])=[O:15])=[N:13][N:9]([CH2:8][O:7][C:5]([O:4][CH:1]([CH3:2])[CH3:3])=[O:6])[N:10]=1)=[O:33]. (8) Given the reactants [Br:1][C:2]1[N:7]=[C:6]([C:8](O)=O)[CH:5]=[CH:4][CH:3]=1.[C:11]([NH2:20])(=O)[C:12]1[C:13](=[CH:15][CH:16]=[CH:17][CH:18]=1)[NH2:14].[Cl:21][C:22]1[CH:28]=[CH:27][C:25]([NH2:26])=[CH:24][CH:23]=1, predict the reaction product. The product is: [Br:1][C:2]1[N:7]=[C:6]([C:8]2[N:20]=[C:11]([NH:26][C:25]3[CH:27]=[CH:28][C:22]([Cl:21])=[CH:23][CH:24]=3)[C:12]3[C:13](=[CH:15][CH:16]=[CH:17][CH:18]=3)[N:14]=2)[CH:5]=[CH:4][CH:3]=1. (9) Given the reactants [Cl:1][C:2]1[CH:7]=[CH:6][C:5]([C:8]2[C:14]3[CH:15]=[C:16]([C:19]4[CH:24]=[CH:23][C:22]([CH:25]=O)=[CH:21][CH:20]=4)[CH:17]=[CH:18][C:13]=3[N:12]3[C:27]([CH3:30])=[N:28][N:29]=[C:11]3[C@H:10]([CH2:31][C:32]([NH:34][CH2:35][CH3:36])=[O:33])[N:9]=2)=[CH:4][CH:3]=1.[NH:37]1[CH2:41][CH2:40][CH2:39][CH2:38]1.C(O[BH-](OC(=O)C)OC(=O)C)(=O)C.[Na+].C(=O)([O-])O.[Na+], predict the reaction product. The product is: [Cl:1][C:2]1[CH:3]=[CH:4][C:5]([C:8]2[C:14]3[CH:15]=[C:16]([C:19]4[CH:20]=[CH:21][C:22]([CH2:25][N:37]5[CH2:41][CH2:40][CH2:39][CH2:38]5)=[CH:23][CH:24]=4)[CH:17]=[CH:18][C:13]=3[N:12]3[C:27]([CH3:30])=[N:28][N:29]=[C:11]3[C@H:10]([CH2:31][C:32]([NH:34][CH2:35][CH3:36])=[O:33])[N:9]=2)=[CH:6][CH:7]=1. (10) Given the reactants C[O:2][C:3](=[O:39])[CH:4]([C:29]1[CH:34]=[CH:33][C:32]([S:35]([CH3:38])(=[O:37])=[O:36])=[CH:31][CH:30]=1)[CH2:5][C:6]1[CH:11]=[CH:10][CH:9]=[C:8]([C:12]2[CH:13]=[C:14]([C:22]([S:25]([CH3:28])(=[O:27])=[O:26])([CH3:24])[CH3:23])[CH:15]=[C:16]3[C:21]=2[N:20]=[CH:19][CH:18]=[CH:17]3)[CH:7]=1.[Li+].[OH-].Cl, predict the reaction product. The product is: [CH3:28][S:25]([C:22]([C:14]1[CH:15]=[C:16]2[C:21](=[C:12]([C:8]3[CH:7]=[C:6]([CH2:5][CH:4]([C:29]4[CH:30]=[CH:31][C:32]([S:35]([CH3:38])(=[O:36])=[O:37])=[CH:33][CH:34]=4)[C:3]([OH:39])=[O:2])[CH:11]=[CH:10][CH:9]=3)[CH:13]=1)[N:20]=[CH:19][CH:18]=[CH:17]2)([CH3:24])[CH3:23])(=[O:26])=[O:27].